This data is from Full USPTO retrosynthesis dataset with 1.9M reactions from patents (1976-2016). The task is: Predict the reactants needed to synthesize the given product. (1) Given the product [CH2:6]=[C:7]([C:9]([O:12][C:13]([C:19]([O:22][C:23]([C:29]([NH:31][S:59]([C:34]([C:37]([C:40]([C:43]([C:46]([C:49]([C:52]([C:55]([F:56])([F:57])[F:58])([F:53])[F:54])([F:50])[F:51])([F:48])[F:47])([F:45])[F:44])([F:42])[F:41])([F:39])[F:38])([F:36])[F:35])(=[O:61])=[O:60])=[O:30])([C:25]([F:26])([F:27])[F:28])[F:24])([F:20])[F:21])([C:15]([F:18])([F:17])[F:16])[F:14])([F:11])[F:10])[F:8], predict the reactants needed to synthesize it. The reactants are: C1COCC1.[CH2:6]=[C:7]([C:9]([O:12][C:13]([C:19]([O:22][C:23]([C:29]([NH2:31])=[O:30])([C:25]([F:28])([F:27])[F:26])[F:24])([F:21])[F:20])([C:15]([F:18])([F:17])[F:16])[F:14])([F:11])[F:10])[F:8].[H-].[Na+].[C:34]([S:59](F)(=[O:61])=[O:60])([C:37]([C:40]([C:43]([C:46]([C:49]([C:52]([C:55]([F:58])([F:57])[F:56])([F:54])[F:53])([F:51])[F:50])([F:48])[F:47])([F:45])[F:44])([F:42])[F:41])([F:39])[F:38])([F:36])[F:35]. (2) Given the product [N:1]1[CH:6]=[CH:5][CH:4]=[C:3]([CH2:7][NH:8][S:9]([C:12]2[CH:13]=[C:14]([CH:18]=[CH:19][C:20]([Cl:23])=[O:22])[CH:15]=[CH:16][CH:17]=2)(=[O:11])=[O:10])[CH:2]=1, predict the reactants needed to synthesize it. The reactants are: [N:1]1[CH:6]=[CH:5][CH:4]=[C:3]([CH2:7][NH:8][S:9]([C:12]2[CH:13]=[C:14]([CH:18]=[CH:19][C:20]([OH:22])=O)[CH:15]=[CH:16][CH:17]=2)(=[O:11])=[O:10])[CH:2]=1.[Cl:23]CCl. (3) Given the product [F:28][C:15]1[CH:16]=[C:17]2[C:12](=[CH:13][CH:14]=1)[NH:11][C:10]1[C:9](=[O:36])[NH:8][CH2:21][CH:20]=[C:19]([CH2:22][C:23]([OH:25])=[O:24])[C:18]2=1, predict the reactants needed to synthesize it. The reactants are: C(OC([N:8]1[CH2:21][CH2:20][C:19](=[CH:22][C:23]([O:25]CC)=[O:24])[C:18]2[C:17]3[C:12](=[CH:13][CH:14]=[C:15]([F:28])[CH:16]=3)[N:11](C(OC(C)(C)C)=O)[C:10]=2[C:9]1=[O:36])=O)(C)(C)C.[Li+].[OH-].